This data is from Reaction yield outcomes from USPTO patents with 853,638 reactions. The task is: Predict the reaction yield, written as a fraction of the theoretical maximum amount of product (1.0 means a 100% yield; for example, 0.34 means a 34% yield). The reactants are [Cl:1][C:2]1[CH:7]=[CH:6][C:5]([NH:8][C:9](=[O:19])[CH2:10][CH2:11][C:12]2[CH:17]=[CH:16][C:15]([OH:18])=[CH:14][CH:13]=2)=[CH:4][C:3]=1[C:20]([F:23])([F:22])[F:21].S(Cl)([Cl:27])(=O)=O. The catalyst is ClCCCl.CCOC(C)=O. The product is [Cl:27][C:14]1[CH:13]=[C:12]([CH2:11][CH2:10][C:9]([NH:8][C:5]2[CH:6]=[CH:7][C:2]([Cl:1])=[C:3]([C:20]([F:21])([F:22])[F:23])[CH:4]=2)=[O:19])[CH:17]=[CH:16][C:15]=1[OH:18]. The yield is 0.450.